Dataset: Reaction yield outcomes from USPTO patents with 853,638 reactions. Task: Predict the reaction yield, written as a fraction of the theoretical maximum amount of product (1.0 means a 100% yield; for example, 0.34 means a 34% yield). The reactants are C1(C)C=CC=CC=1.CSC.B.[Br:12][CH2:13][CH2:14][CH:15]=[C:16]1[C:22]2[CH:23]=[CH:24][CH:25]=[CH:26][C:21]=2[CH2:20][C:19](=[O:27])[C:18]2[CH:28]=[CH:29][CH:30]=[CH:31][C:17]1=2.C(=O)(O)[O-].[Na+]. The catalyst is CO.O1CCCC1. The product is [Br:12][CH2:13][CH2:14][CH:15]=[C:16]1[C:22]2[CH:23]=[CH:24][CH:25]=[CH:26][C:21]=2[CH2:20][C@@H:19]([OH:27])[C:18]2[CH:28]=[CH:29][CH:30]=[CH:31][C:17]1=2. The yield is 0.850.